Task: Regression. Given a peptide amino acid sequence and an MHC pseudo amino acid sequence, predict their binding affinity value. This is MHC class II binding data.. Dataset: Peptide-MHC class II binding affinity with 134,281 pairs from IEDB The peptide sequence is AAGTYVAADAAAAST. The MHC is HLA-DPA10301-DPB10402 with pseudo-sequence HLA-DPA10301-DPB10402. The binding affinity (normalized) is 0.356.